Dataset: Forward reaction prediction with 1.9M reactions from USPTO patents (1976-2016). Task: Predict the product of the given reaction. Given the reactants OCCCN1C=C(C2C=C[C:13]([NH:21][C:22]3[C:27]([C:28]([F:31])([F:30])[F:29])=[CH:26][N:25]=[C:24]([NH:32][C:33]4[CH:47]=[CH:46][C:36]([CH2:37][P:38](=[O:45])([O:42][CH2:43][CH3:44])[O:39][CH2:40][CH3:41])=[CH:35][C:34]=4[O:48][CH3:49])[N:23]=3)=[C:14]3C=2[CH2:17][N:16](C)[C:15]3=[O:20])C=N1.NC1C(C(NC)=O)=[N:53][C:54]([Br:57])=[CH:55][CH:56]=1, predict the reaction product. The product is: [CH2:43]([O:42][P:38]([CH2:37][C:36]1[CH:46]=[CH:47][C:33]([NH:32][C:24]2[N:23]=[C:22]([NH:21][C:13]3[C:14]([C:15](=[O:20])[NH:16][CH3:17])=[N:53][C:54]([Br:57])=[CH:55][CH:56]=3)[C:27]([C:28]([F:30])([F:29])[F:31])=[CH:26][N:25]=2)=[C:34]([O:48][CH3:49])[CH:35]=1)(=[O:45])[O:39][CH2:40][CH3:41])[CH3:44].